From a dataset of CYP3A4 inhibition data for predicting drug metabolism from PubChem BioAssay. Regression/Classification. Given a drug SMILES string, predict its absorption, distribution, metabolism, or excretion properties. Task type varies by dataset: regression for continuous measurements (e.g., permeability, clearance, half-life) or binary classification for categorical outcomes (e.g., BBB penetration, CYP inhibition). Dataset: cyp3a4_veith. The molecule is C[C@@]12Cc3cnc(-c4ccccc4)nc3C[C@@H]1CC[C@H]1[C@@H]2CC[C@]2(C)[C@@H]1CC[C@@]2(C)O. The result is 0 (non-inhibitor).